The task is: Predict which catalyst facilitates the given reaction.. This data is from Catalyst prediction with 721,799 reactions and 888 catalyst types from USPTO. (1) Reactant: [Cl:1][C:2]1[CH:7]=[CH:6][C:5]([C@H:8]2[C@H:13]([OH:14])[C@@H:12]([OH:15])[C@H:11]([OH:16])[C@@H:10]([CH2:17]I)[O:9]2)=[CH:4][C:3]=1[CH2:19][C:20]1[CH:25]=[CH:24][C:23]([O:26][CH2:27][CH3:28])=[CH:22][CH:21]=1.C(=O)([O-])[O-].[Cs+].[Cs+].[F:35][C:36]1[CH:41]=[CH:40][C:39]([NH2:42])=[CH:38][C:37]=1[SH:43]. Product: [NH2:42][C:39]1[CH:40]=[CH:41][C:36]([F:35])=[C:37]([S:43][CH2:17][C@@H:10]2[C@@H:11]([OH:16])[C@H:12]([OH:15])[C@@H:13]([OH:14])[C@H:8]([C:5]3[CH:6]=[CH:7][C:2]([Cl:1])=[C:3]([CH2:19][C:20]4[CH:25]=[CH:24][C:23]([O:26][CH2:27][CH3:28])=[CH:22][CH:21]=4)[CH:4]=3)[O:9]2)[CH:38]=1. The catalyst class is: 18. (2) Reactant: C[O:2][C:3]([C:5]1[CH:6]=[C:7]([C:16]2[CH:21]=[CH:20][C:19]([C:22]([F:25])([F:24])[F:23])=[CH:18][CH:17]=2)[C:8]([O:11][CH2:12][CH2:13][CH2:14]Br)=[CH:9][CH:10]=1)=[O:4].[CH2:26]([C:30]1[O:31][C:32]2[CH:41]=[CH:40][CH:39]=[CH:38][C:33]=2[C:34]=1[CH:35]=[N:36][OH:37])[CH2:27][CH2:28][CH3:29].C(O)C.[OH-].[Na+]. Product: [CH2:26]([C:30]1[O:31][C:32]2[CH:41]=[CH:40][CH:39]=[CH:38][C:33]=2[C:34]=1/[CH:35]=[N:36]/[O:37][CH2:14][CH2:13][CH2:12][O:11][C:8]1[C:7]([C:16]2[CH:21]=[CH:20][C:19]([C:22]([F:23])([F:25])[F:24])=[CH:18][CH:17]=2)=[CH:6][C:5]([C:3]([OH:2])=[O:4])=[CH:10][CH:9]=1)[CH2:27][CH2:28][CH3:29]. The catalyst class is: 30. (3) Reactant: C1C=C(Cl)C=C(C(OO)=[O:9])C=1.[Cl:12][C:13]1[CH:18]=[CH:17][CH:16]=[C:15]([Cl:19])[C:14]=1[N:20]1[CH:28]=[C:23]2[CH:24]=[N:25][CH:26]=[CH:27][C:22]2=[N:21]1.S([O-])([O-])(=O)=S.[Na+].[Na+]. Product: [Cl:12][C:13]1[CH:18]=[CH:17][CH:16]=[C:15]([Cl:19])[C:14]=1[N:20]1[CH:28]=[C:23]2[CH:24]=[N+:25]([O-:9])[CH:26]=[CH:27][C:22]2=[N:21]1. The catalyst class is: 2. (4) Reactant: [F:1][C:2]1[CH:7]=[CH:6][C:5]([CH3:8])=[CH:4][C:3]=1[S:9]([NH2:12])(=[O:11])=[O:10].FC1C=CC(C)=CC=1N.[OH-:22].[Na+].[Mn]([O-])(=O)(=O)=[O:25].[K+]. Product: [F:1][C:2]1[CH:7]=[CH:6][C:5]([C:8]([OH:25])=[O:22])=[CH:4][C:3]=1[S:9](=[O:11])(=[O:10])[NH2:12]. The catalyst class is: 6. (5) Reactant: [F:1][C:2]1[CH:10]=[CH:9][C:5]([C:6]([OH:8])=[O:7])=[C:4]([OH:11])[CH:3]=1.[Br:12]Br. Product: [Br:12][C:10]1[C:2]([F:1])=[CH:3][C:4]([OH:11])=[C:5]([CH:9]=1)[C:6]([OH:8])=[O:7]. The catalyst class is: 15.